Task: Predict the reaction yield, written as a fraction of the theoretical maximum amount of product (1.0 means a 100% yield; for example, 0.34 means a 34% yield).. Dataset: Reaction yield outcomes from USPTO patents with 853,638 reactions The reactants are [CH2:1]([O:8][C:9]1[CH:16]=[CH:15][CH:14]=[C:13]([OH:17])[C:10]=1[CH:11]=O)[C:2]1[CH:7]=[CH:6][CH:5]=[CH:4][CH:3]=1.C(=O)([O-])[O-].[Cs+].[Cs+].Cl[CH2:25][C:26](=[O:28])[CH3:27].O1C2C=CC=CC=2C=C1. The catalyst is CN(C)C=O.C(=O)([O-])[O-].[Cs+].[Cs+]. The product is [CH2:1]([O:8][C:9]1[C:10]2[CH:11]=[C:25]([C:26](=[O:28])[CH3:27])[O:17][C:13]=2[CH:14]=[CH:15][CH:16]=1)[C:2]1[CH:7]=[CH:6][CH:5]=[CH:4][CH:3]=1. The yield is 0.900.